This data is from Full USPTO retrosynthesis dataset with 1.9M reactions from patents (1976-2016). The task is: Predict the reactants needed to synthesize the given product. (1) Given the product [Br:48][CH2:6][CH2:7][CH2:8][O:9][C:10]1[CH:15]=[CH:14][C:13]([N:16]([C:17]2[CH:22]=[CH:21][C:20]([O:23][CH3:24])=[CH:19][CH:18]=2)[C:25]2[CH:30]=[CH:29][C:28]([N:31]([C:40]3[CH:45]=[CH:44][C:43]([O:46][CH3:47])=[CH:42][CH:41]=3)[C:32]3[CH:37]=[CH:36][C:35]([O:38][CH3:39])=[CH:34][CH:33]=3)=[CH:27][CH:26]=2)=[CH:12][CH:11]=1, predict the reactants needed to synthesize it. The reactants are: CS(O[CH2:6][CH2:7][CH2:8][O:9][C:10]1[CH:15]=[CH:14][C:13]([N:16]([C:25]2[CH:30]=[CH:29][C:28]([N:31]([C:40]3[CH:45]=[CH:44][C:43]([O:46][CH3:47])=[CH:42][CH:41]=3)[C:32]3[CH:37]=[CH:36][C:35]([O:38][CH3:39])=[CH:34][CH:33]=3)=[CH:27][CH:26]=2)[C:17]2[CH:22]=[CH:21][C:20]([O:23][CH3:24])=[CH:19][CH:18]=2)=[CH:12][CH:11]=1)(=O)=O.[Br-:48].[Li+].O1CCCC1. (2) Given the product [Cl:15][C:16]1[CH:17]=[C:18]2[C:22](=[CH:23][CH:24]=1)[NH:21][C:20]([C:25]([NH:1][C@@H:2]1[CH2:7][CH2:6][CH2:5][NH:4][CH2:3]1)=[O:26])=[C:19]2[C:28]1[CH:29]=[CH:30][CH:31]=[CH:32][CH:33]=1, predict the reactants needed to synthesize it. The reactants are: [NH2:1][C@@H:2]1[CH2:7][CH2:6][CH2:5][N:4](C(OC(C)(C)C)=O)[CH2:3]1.[Cl:15][C:16]1[CH:17]=[C:18]2[C:22](=[CH:23][CH:24]=1)[NH:21][C:20]([C:25](O)=[O:26])=[C:19]2[C:28]1[CH:33]=[CH:32][CH:31]=[CH:30][CH:29]=1.N. (3) Given the product [ClH:38].[Cl:38][C:10]1[C:11]([C:18]2[CH:19]=[CH:20][C:21]([O:24][CH:25]3[CH2:30][CH2:29][NH:28][CH2:27][CH2:26]3)=[CH:22][CH:23]=2)=[C:12]([C:14]([F:16])([F:15])[F:17])[CH:13]=[C:8]([NH:7][C:4]2[N:3]=[C:2]([NH2:1])[NH:6][N:5]=2)[CH:9]=1, predict the reactants needed to synthesize it. The reactants are: [NH2:1][C:2]1[NH:6][N:5]=[C:4]([NH:7][C:8]2[CH:13]=[C:12]([C:14]([F:17])([F:16])[F:15])[C:11]([C:18]3[CH:23]=[CH:22][C:21]([O:24][CH:25]4[CH2:30][CH2:29][N:28](C(OC(C)(C)C)=O)[CH2:27][CH2:26]4)=[CH:20][CH:19]=3)=[C:10]([Cl:38])[CH:9]=2)[N:3]=1.Cl. (4) Given the product [F:16][C:2]([F:1])([C:8]1[CH:13]=[CH:12][C:11]([CH2:14][F:15])=[CH:10][N:9]=1)[CH2:3][OH:4], predict the reactants needed to synthesize it. The reactants are: [F:1][C:2]([F:16])([C:8]1[CH:13]=[CH:12][C:11]([CH2:14][F:15])=[CH:10][N:9]=1)[C:3](OCC)=[O:4].[BH4-].[Na+]. (5) Given the product [Cl:16][C:17]1[CH:18]=[C:19]([CH:22]=[CH:23][C:24]=1[C:25]([F:26])([F:27])[F:28])[CH2:20][NH:15][C:13]1[NH:12][N:11]=[C:10]([NH:9][C:4]2[CH:5]=[C:6]([Cl:8])[CH:7]=[C:2]([Cl:1])[CH:3]=2)[N:14]=1, predict the reactants needed to synthesize it. The reactants are: [Cl:1][C:2]1[CH:3]=[C:4]([NH:9][C:10]2[N:14]=[C:13]([NH2:15])[NH:12][N:11]=2)[CH:5]=[C:6]([Cl:8])[CH:7]=1.[Cl:16][C:17]1[CH:18]=[C:19]([CH:22]=[CH:23][C:24]=1[C:25]([F:28])([F:27])[F:26])[CH:20]=O.C(O)(=O)C.Cl. (6) Given the product [N:21]1[N:22]=[CH:23][N:1]([C:2]2[CH:3]=[CH:4][C:5]([CH2:8][CH2:9][NH:10][C:11](=[O:17])[O:12][C:13]([CH3:14])([CH3:16])[CH3:15])=[CH:6][CH:7]=2)[CH:20]=1, predict the reactants needed to synthesize it. The reactants are: [NH2:1][C:2]1[CH:7]=[CH:6][C:5]([CH2:8][CH2:9][NH:10][C:11](=[O:17])[O:12][C:13]([CH3:16])([CH3:15])[CH3:14])=[CH:4][CH:3]=1.CN(C)/[CH:20]=[N:21]/[N:22]=[CH:23]/N(C)C.CC1C=CC(S(O)(=O)=O)=CC=1.O. (7) Given the product [C:13]([O:17][C:18](=[O:48])[NH:19][C@@H:20]([CH2:21][N:22]1[CH2:27][C:26](=[O:28])[N:25]([C:29]2[CH:34]=[C:33]([F:35])[CH:32]=[CH:31][C:30]=2[CH3:36])[CH2:24][C:23]1([CH3:38])[CH3:37])[C@@H:39]([OH:40])[CH2:43][C@H:42]([C:41](=[O:47])[NH:5][CH2:1][CH:2]([CH3:4])[CH3:3])[CH:44]([CH3:46])[CH3:45])([CH3:14])([CH3:16])[CH3:15], predict the reactants needed to synthesize it. The reactants are: [CH2:1]([NH2:5])[CH:2]([CH3:4])[CH3:3].OC1C=CC=CN=1.[C:13]([O:17][C:18](=[O:48])[NH:19][C@H:20]([C@@H:39]1[CH2:43][C@@H:42]([CH:44]([CH3:46])[CH3:45])[C:41](=[O:47])[O:40]1)[CH2:21][N:22]1[CH2:27][C:26](=[O:28])[N:25]([C:29]2[CH:34]=[C:33]([F:35])[CH:32]=[CH:31][C:30]=2[CH3:36])[CH2:24][C:23]1([CH3:38])[CH3:37])([CH3:16])([CH3:15])[CH3:14]. (8) Given the product [F:17][C:18]1[CH:25]=[CH:24][C:21]([N:4]([CH3:26])[C:2]([NH:3][C:12](=[O:13])[C:11]2[CH:15]=[CH:16][C:8]([N+:5]([O-:7])=[O:6])=[CH:9][CH:10]=2)=[S:1])=[CH:20][CH:19]=1, predict the reactants needed to synthesize it. The reactants are: [S-:1][C:2]#[N:3].[NH4+:4].[N+:5]([C:8]1[CH:16]=[CH:15][C:11]([C:12](Cl)=[O:13])=[CH:10][CH:9]=1)([O-:7])=[O:6].[F:17][C:18]1[CH:25]=[CH:24][C:21](NC)=[CH:20][CH:19]=1.[CH3:26]C(C)=O. (9) Given the product [Cl:31][C:12]1[CH:13]=[C:14]([C:17]2[N:18]3[C:22](=[CH:21][CH:20]=[N:19]3)[N:23]=[C:24]3[C:25]=2[CH2:28][CH2:29][CH2:30]3)[CH:15]=[CH:16][C:11]=1[O:10][CH2:9][CH2:8][CH2:7][N:3]1[CH2:4][CH2:5][CH2:6][C@H:2]1[CH3:1], predict the reactants needed to synthesize it. The reactants are: [CH3:1][CH:2]1[CH2:6][CH2:5][CH2:4][N:3]1[CH2:7][CH2:8][CH2:9][O:10][C:11]1[CH:16]=[CH:15][C:14]([C:17]2[N:18]3[C:22]([N:23]=[C:24]4[CH2:30][CH2:29][CH2:28]CC[C:25]=24)=[CH:21][CH:20]=[N:19]3)=[CH:13][CH:12]=1.[Cl:31]C1C=C(C2N3C(=CC=N3)N=C3C=2CCC3)C=CC=1OCCCCl.C[C@@H]1CCCN1.